Task: Binary Classification. Given a T-cell receptor sequence (or CDR3 region) and an epitope sequence, predict whether binding occurs between them.. Dataset: TCR-epitope binding with 47,182 pairs between 192 epitopes and 23,139 TCRs (1) The epitope is KLNVGDYFV. The TCR CDR3 sequence is CAISDLAGVRPDTQYF. Result: 0 (the TCR does not bind to the epitope). (2) The epitope is VSFIEFVGW. The TCR CDR3 sequence is CASRSGQMNTEAFF. Result: 0 (the TCR does not bind to the epitope).